This data is from Catalyst prediction with 721,799 reactions and 888 catalyst types from USPTO. The task is: Predict which catalyst facilitates the given reaction. (1) Reactant: [CH3:1][O:2][C:3]1[S:7][C:6]([C:8]([O:10]C)=[O:9])=[CH:5][C:4]=1[C:12]1[N:16]([CH3:17])[N:15]=[CH:14][CH:13]=1.[OH-].[Na+].Cl. Product: [CH3:1][O:2][C:3]1[S:7][C:6]([C:8]([OH:10])=[O:9])=[CH:5][C:4]=1[C:12]1[N:16]([CH3:17])[N:15]=[CH:14][CH:13]=1. The catalyst class is: 7. (2) Reactant: Br[C:2]1[CH:3]=[C:4]([NH2:12])[C:5]2[C:6]([F:11])=[N:7][NH:8][C:9]=2[CH:10]=1.CC1(C)C(C)(C)OB([C:21]2[CH:29]=[CH:28][CH:27]=[C:26]3[C:22]=2[CH:23]=[CH:24][NH:25]3)O1.O.C(=O)([O-])[O-].[Na+].[Na+]. Product: [F:11][C:6]1[C:5]2[C:4]([NH2:12])=[CH:3][C:2]([C:21]3[CH:29]=[CH:28][CH:27]=[C:26]4[C:22]=3[CH:23]=[CH:24][NH:25]4)=[CH:10][C:9]=2[NH:8][N:7]=1. The catalyst class is: 75. (3) Reactant: [Br:1][C:2]1[O:6][CH:5]=[C:4]([C:7]([OH:9])=O)[CH:3]=1.[NH2:10][C@@H:11]([CH2:24][C:25]1[CH:30]=[CH:29][CH:28]=[CH:27][C:26]=1[C:31]([F:34])([F:33])[F:32])[CH2:12][N:13]1[C:21](=[O:22])[C:20]2[C:15](=[CH:16][CH:17]=[CH:18][CH:19]=2)[C:14]1=[O:23].C(N(C(C)C)CC)(C)C.C1CN([P+](Br)(N2CCCC2)N2CCCC2)CC1.F[P-](F)(F)(F)(F)F. Product: [Br:1][C:2]1[O:6][CH:5]=[C:4]([C:7]([NH:10][C@@H:11]([CH2:24][C:25]2[CH:30]=[CH:29][CH:28]=[CH:27][C:26]=2[C:31]([F:34])([F:32])[F:33])[CH2:12][N:13]2[C:21](=[O:22])[C:20]3[C:15](=[CH:16][CH:17]=[CH:18][CH:19]=3)[C:14]2=[O:23])=[O:9])[CH:3]=1. The catalyst class is: 2.